This data is from Full USPTO retrosynthesis dataset with 1.9M reactions from patents (1976-2016). The task is: Predict the reactants needed to synthesize the given product. (1) Given the product [Br:1][C:2]1[C:6]2=[N:7][CH:8]=[CH:9][CH:10]=[C:5]2[S:4][C:3]=1[C:11]([OH:13])=[O:12], predict the reactants needed to synthesize it. The reactants are: [Br:1][C:2]1[C:6]2=[N:7][CH:8]=[CH:9][CH:10]=[C:5]2[S:4][C:3]=1[C:11]([O:13]C)=[O:12].[Li+].[OH-].C1COCC1.O. (2) Given the product [CH2:1]([O:3][C:4](=[O:33])[CH2:5][O:6][C:7]1[CH:12]=[CH:11][C:10]([S:13][C:14]2[CH:19]=[C:18]([O:20][C:21]3[CH:26]=[CH:25][CH:24]=[C:23]([C:27]([F:30])([F:29])[F:28])[CH:22]=3)[CH:17]=[C:16]([C:36]#[C:35][CH2:34][N:37]3[CH2:42][CH2:41][O:40][CH2:39][CH2:38]3)[CH:15]=2)=[CH:9][C:8]=1[CH3:32])[CH3:2], predict the reactants needed to synthesize it. The reactants are: [CH2:1]([O:3][C:4](=[O:33])[CH2:5][O:6][C:7]1[CH:12]=[CH:11][C:10]([S:13][C:14]2[CH:19]=[C:18]([O:20][C:21]3[CH:26]=[CH:25][CH:24]=[C:23]([C:27]([F:30])([F:29])[F:28])[CH:22]=3)[CH:17]=[C:16](Br)[CH:15]=2)=[CH:9][C:8]=1[CH3:32])[CH3:2].[CH2:34]([N:37]1[CH2:42][CH2:41][O:40][CH2:39][CH2:38]1)[C:35]#[CH:36].C(OC(=O)COC1C=CC(SC2C=C(C#CC3C=CC(CO)=CC=3)C=C(OCCC3C=CC(Cl)=CC=3)C=2)=CC=1C)C.